Dataset: Reaction yield outcomes from USPTO patents with 853,638 reactions. Task: Predict the reaction yield, written as a fraction of the theoretical maximum amount of product (1.0 means a 100% yield; for example, 0.34 means a 34% yield). (1) The reactants are Br[C:2]1[C:7]([C:8]([F:11])([F:10])[F:9])=[CH:6][C:5]([NH:12][C:13]2[N:17]=[C:16]([NH2:18])[NH:15][N:14]=2)=[CH:4][C:3]=1[Cl:19].[CH3:20][N:21]([C:29]([CH3:48])([CH3:47])[CH2:30][O:31][C:32]1[CH:37]=[CH:36][C:35](B2OC(C)(C)C(C)(C)O2)=[CH:34][CH:33]=1)[C:22](=[O:28])[O:23][C:24]([CH3:27])([CH3:26])[CH3:25].C([O-])([O-])=O.[K+].[K+].O1CCOCC1. The catalyst is C1C=CC([P]([Pd]([P](C2C=CC=CC=2)(C2C=CC=CC=2)C2C=CC=CC=2)([P](C2C=CC=CC=2)(C2C=CC=CC=2)C2C=CC=CC=2)[P](C2C=CC=CC=2)(C2C=CC=CC=2)C2C=CC=CC=2)(C2C=CC=CC=2)C2C=CC=CC=2)=CC=1.C(COC)OC. The product is [C:24]([O:23][C:22](=[O:28])[N:21]([C:29]([CH3:48])([CH3:47])[CH2:30][O:31][C:32]1[CH:37]=[CH:36][C:35]([C:2]2[C:3]([Cl:19])=[CH:4][C:5]([NH:12][C:13]3[N:17]=[C:16]([NH2:18])[NH:15][N:14]=3)=[CH:6][C:7]=2[C:8]([F:11])([F:10])[F:9])=[CH:34][CH:33]=1)[CH3:20])([CH3:27])([CH3:25])[CH3:26]. The yield is 0.0570. (2) The reactants are [OH:1][CH2:2][C:3]1[CH:8]=[C:7]([O:9][CH3:10])[C:6]([OH:11])=[C:5]([O:12][CH3:13])[CH:4]=1.C1CCN2C(=NCCC2)CC1.[CH2:25]([O:27][C:28](=[O:34])[CH2:29][CH2:30][CH2:31][CH2:32]Br)[CH3:26].O. The catalyst is CS(C)=O. The product is [OH:1][CH2:2][C:3]1[CH:4]=[C:5]([O:12][CH3:13])[C:6]([O:11][CH2:32][CH2:31][CH2:30][CH2:29][C:28]([O:27][CH2:25][CH3:26])=[O:34])=[C:7]([O:9][CH3:10])[CH:8]=1. The yield is 0.830. (3) The reactants are [F:1][C:2]([F:19])([F:18])[C:3]1[CH:4]=[C:5]([PH:13](=[O:17])[O:14][CH2:15][CH3:16])[CH:6]=[C:7]([C:9]([F:12])([F:11])[F:10])[CH:8]=1.Br[C:21]1[CH:26]=[CH:25][C:24]([O:27][CH:28]([CH3:30])[CH3:29])=[C:23]([CH:31]=[CH2:32])[CH:22]=1.C(N(CC)CC)C. The catalyst is CN(C=O)C.C1C=CC(/C=C/C(/C=C/C2C=CC=CC=2)=O)=CC=1.C1C=CC(/C=C/C(/C=C/C2C=CC=CC=2)=O)=CC=1.C1C=CC(/C=C/C(/C=C/C2C=CC=CC=2)=O)=CC=1.[Pd].[Pd]. The product is [F:10][C:9]([F:12])([F:11])[C:7]1[CH:6]=[C:5]([P:13]([C:21]2[CH:26]=[CH:25][C:24]([O:27][CH:28]([CH3:29])[CH3:30])=[C:23]([CH:31]=[CH2:32])[CH:22]=2)(=[O:17])[O:14][CH2:15][CH3:16])[CH:4]=[C:3]([C:2]([F:1])([F:18])[F:19])[CH:8]=1. The yield is 0.0280. (4) The reactants are [N:1]1[C:10]2[C:5](=[CH:6][CH:7]=[CH:8][CH:9]=2)[CH:4]=[CH:3][C:2]=1[CH2:11][O:12][C:13]1[CH:18]=[CH:17][C:16]([CH2:19][C:20]([O:22]CC)=[O:21])=[CH:15][CH:14]=1.[OH-].[K+]. The catalyst is CO.O. The product is [N:1]1[C:10]2[C:5](=[CH:6][CH:7]=[CH:8][CH:9]=2)[CH:4]=[CH:3][C:2]=1[CH2:11][O:12][C:13]1[CH:14]=[CH:15][C:16]([CH2:19][C:20]([OH:22])=[O:21])=[CH:17][CH:18]=1. The yield is 0.920.